Dataset: Full USPTO retrosynthesis dataset with 1.9M reactions from patents (1976-2016). Task: Predict the reactants needed to synthesize the given product. (1) Given the product [NH2:1][C@H:4]1[CH2:9][C:8]([CH3:11])([CH3:10])[O:7][C@@H:6]([C:12]2[CH:21]=[CH:20][C:15]([C:16]([O:18][CH3:19])=[O:17])=[CH:14][CH:13]=2)[CH2:5]1, predict the reactants needed to synthesize it. The reactants are: [N:1]([C@H:4]1[CH2:9][C:8]([CH3:11])([CH3:10])[O:7][C@@H:6]([C:12]2[CH:21]=[CH:20][C:15]([C:16]([O:18][CH3:19])=[O:17])=[CH:14][CH:13]=2)[CH2:5]1)=[N+]=[N-].O. (2) Given the product [N:31]1([C:27]2[CH:26]=[C:25]([C:23]3[CH2:22][C:21](=[O:36])[NH:20][C:19]4[CH:37]=[C:15]([C:12]5[CH:11]=[CH:10][C:9](=[O:8])[NH:14][CH:13]=5)[CH:16]=[CH:17][C:18]=4[N:24]=3)[CH:30]=[CH:29][CH:28]=2)[CH:35]=[CH:34][N:33]=[CH:32]1, predict the reactants needed to synthesize it. The reactants are: C([O:8][C:9]1[N:14]=[CH:13][C:12]([C:15]2[CH:16]=[CH:17][C:18]3[N:24]=[C:23]([C:25]4[CH:30]=[CH:29][CH:28]=[C:27]([N:31]5[CH:35]=[CH:34][N:33]=[CH:32]5)[CH:26]=4)[CH2:22][C:21](=[O:36])[NH:20][C:19]=3[CH:37]=2)=[CH:11][CH:10]=1)C1C=CC=CC=1. (3) Given the product [Cl:63][C:31]1[C:30]([NH:29][C:7]2[N:6]=[C:5]([N:4]([CH:1]3[CH2:3][CH2:2]3)[CH2:20][C:21]3[CH:26]=[CH:25][C:24]([O:27][CH3:28])=[CH:23][CH:22]=3)[C:10]3=[N:11][CH:12]=[C:13]([C:14]#[N:15])[N:9]3[N:8]=2)=[CH:35][C:34]([C:36]#[N:37])=[CH:33][C:32]=1[N:38]1[CH2:43][CH2:42][C@@H:41]([NH:44][C:45](=[O:51])[O:46][C:47]([CH3:50])([CH3:49])[CH3:48])[C@H:40]([O:52][Si:53]([CH:60]([CH3:62])[CH3:61])([CH:54]([CH3:56])[CH3:55])[CH:57]([CH3:58])[CH3:59])[CH2:39]1, predict the reactants needed to synthesize it. The reactants are: [CH:1]1([N:4]([CH2:20][C:21]2[CH:26]=[CH:25][C:24]([O:27][CH3:28])=[CH:23][CH:22]=2)[C:5]2[C:10]3=[N:11][CH:12]=[C:13]([C:14]#[N:15])[N:9]3[N:8]=[C:7](S(C)(=O)=O)[N:6]=2)[CH2:3][CH2:2]1.[NH2:29][C:30]1[C:31]([Cl:63])=[C:32]([N:38]2[CH2:43][CH2:42][C@@H:41]([NH:44][C:45](=[O:51])[O:46][C:47]([CH3:50])([CH3:49])[CH3:48])[C@H:40]([O:52][Si:53]([CH:60]([CH3:62])[CH3:61])([CH:57]([CH3:59])[CH3:58])[CH:54]([CH3:56])[CH3:55])[CH2:39]2)[CH:33]=[C:34]([C:36]#[N:37])[CH:35]=1. (4) Given the product [CH2:1]([O:3][C:4](=[O:18])[CH2:5][CH2:6][C:7]1[C:16]2[CH2:15][CH2:14][CH2:13][CH2:12][C:11]=2[C:10]([O:17][CH2:20][C:21]2[C:22]([CH3:37])=[N:23][C:24]([C:27]3[CH:28]=[CH:29][C:30]([C:33]([F:36])([F:34])[F:35])=[CH:31][CH:32]=3)=[CH:25][CH:26]=2)=[CH:9][CH:8]=1)[CH3:2], predict the reactants needed to synthesize it. The reactants are: [CH2:1]([O:3][C:4](=[O:18])[CH2:5][CH2:6][C:7]1[C:16]2[CH2:15][CH2:14][CH2:13][CH2:12][C:11]=2[C:10]([OH:17])=[CH:9][CH:8]=1)[CH3:2].Cl[CH2:20][C:21]1[C:22]([CH3:37])=[N:23][C:24]([C:27]2[CH:32]=[CH:31][C:30]([C:33]([F:36])([F:35])[F:34])=[CH:29][CH:28]=2)=[CH:25][CH:26]=1.C(=O)([O-])[O-].[Cs+].[Cs+]. (5) The reactants are: [C:1]1(=[O:7])[O:6][C:4](=[O:5])[CH2:3][CH2:2]1.[C:8]([O-:11])(=[O:10])[CH3:9].[Na+]. Given the product [CH3:3][CH:2]([OH:10])[CH2:1][OH:7].[CH3:3][C:4]([OH:6])=[O:5].[CH3:8][OH:10].[CH2:3]([C:4]([OH:6])=[O:5])[CH2:9][C:8]([OH:11])=[O:10], predict the reactants needed to synthesize it.